From a dataset of Peptide-MHC class I binding affinity with 185,985 pairs from IEDB/IMGT. Regression. Given a peptide amino acid sequence and an MHC pseudo amino acid sequence, predict their binding affinity value. This is MHC class I binding data. (1) The peptide sequence is LLDDFVEII. The MHC is HLA-A02:01 with pseudo-sequence HLA-A02:01. The binding affinity (normalized) is 0.637. (2) The MHC is HLA-A31:01 with pseudo-sequence HLA-A31:01. The peptide sequence is LLTDTIESAK. The binding affinity (normalized) is 0.148.